From a dataset of Reaction yield outcomes from USPTO patents with 853,638 reactions. Predict the reaction yield, written as a fraction of the theoretical maximum amount of product (1.0 means a 100% yield; for example, 0.34 means a 34% yield). (1) The reactants are [CH2:1]([N:3]1[CH2:8][CH2:7][N:6]([CH2:9][C:10]([O:12]C)=[O:11])[CH2:5][CH2:4]1)[CH3:2]. The catalyst is Cl. The product is [CH2:1]([N:3]1[CH2:8][CH2:7][N:6]([CH2:9][C:10]([OH:12])=[O:11])[CH2:5][CH2:4]1)[CH3:2]. The yield is 0.545. (2) The reactants are [C:1]([NH:5][S:6]([C:9]1[CH:13]=[CH:12][NH:11][CH:10]=1)(=[O:8])=[O:7])([CH3:4])([CH3:3])[CH3:2].Br[CH2:15][CH:16]1[CH2:21][CH2:20][CH2:19][CH2:18][CH2:17]1.C([O-])([O-])=O.[K+].[K+]. The catalyst is CN(C=O)C. The product is [C:1]([NH:5][S:6]([C:9]1[CH:13]=[CH:12][N:11]([CH2:15][CH:16]2[CH2:21][CH2:20][CH2:19][CH2:18][CH2:17]2)[CH:10]=1)(=[O:8])=[O:7])([CH3:4])([CH3:2])[CH3:3]. The yield is 0.410.